Predict the reaction yield, written as a fraction of the theoretical maximum amount of product (1.0 means a 100% yield; for example, 0.34 means a 34% yield). From a dataset of Reaction yield outcomes from USPTO patents with 853,638 reactions. The catalyst is CCO. The reactants are [CH2:1]([O:3][C:4]([C:6]1[NH:7][C:8]([CH:12]=O)=[C:9]([CH3:11])[CH:10]=1)=[O:5])[CH3:2].[NH:14]1[C:22]2[C:17](=[CH:18][CH:19]=[CH:20][CH:21]=2)[CH2:16][C:15]1=[O:23].N1CCCCC1. The product is [CH2:1]([O:3][C:4]([C:6]1[NH:7][C:8]([CH:12]=[C:16]2[C:17]3[C:22](=[CH:21][CH:20]=[CH:19][CH:18]=3)[NH:14][C:15]2=[O:23])=[C:9]([CH3:11])[CH:10]=1)=[O:5])[CH3:2]. The yield is 0.990.